From a dataset of Forward reaction prediction with 1.9M reactions from USPTO patents (1976-2016). Predict the product of the given reaction. (1) Given the reactants C(O[C:5](=[O:7])[CH3:6])(=O)C.[NH2:8][C:9]1[CH:14]=[CH:13][C:12]([OH:15])=[CH:11][C:10]=1[F:16].O, predict the reaction product. The product is: [F:16][C:10]1[CH:11]=[C:12]([OH:15])[CH:13]=[CH:14][C:9]=1[NH:8][C:5](=[O:7])[CH3:6]. (2) Given the reactants Cl[C:2]1[N:3]=[C:4]([N:12]2[CH2:17][CH2:16][O:15][CH2:14][CH2:13]2)[C:5]2[CH:10]=[C:9](I)[S:8][C:6]=2[N:7]=1.[CH3:18][O:19][C:20]1[CH:25]=[CH:24][N:23]=[CH:22][C:21]=1B(O)O, predict the reaction product. The product is: [CH3:18][O:19][C:20]1[CH:25]=[CH:24][N:23]=[CH:22][C:21]=1[C:9]1[S:8][C:6]2[N:7]=[C:2]([C:5]3[CH:4]=[N:3][CH:2]=[N:7][CH:6]=3)[N:3]=[C:4]([N:12]3[CH2:17][CH2:16][O:15][CH2:14][CH2:13]3)[C:5]=2[CH:10]=1. (3) Given the reactants C1([C:4](=O)[CH:5](C)[C:6]#[N:7])CC1.[C:10]([O-])(=O)[CH3:11].[Na+].[CH2:15]([NH:17][NH2:18])[CH3:16].[C:19]([O-])(=O)[C:20]([O-])=O, predict the reaction product. The product is: [CH:16]1([C:15]2[C:5]([CH3:4])=[C:6]([NH2:7])[N:18]([CH2:10][CH3:11])[N:17]=2)[CH2:20][CH2:19]1. (4) Given the reactants [CH3:1][C:2]1[C:6]([CH2:7][N:8]2[CH:12]=[C:11]([N:13]3[C:17](=[O:18])[C:16]([CH3:20])([CH3:19])[N:15]([CH2:21][C:22]4[CH:27]=[CH:26][CH:25]=[C:24]([CH2:28][OH:29])[CH:23]=4)[C:14]3=[O:30])[CH:10]=[N:9]2)=[C:5]([CH3:31])[O:4][N:3]=1.[H-].[Na+].I[CH3:35], predict the reaction product. The product is: [CH3:1][C:2]1[C:6]([CH2:7][N:8]2[CH:12]=[C:11]([N:13]3[C:17](=[O:18])[C:16]([CH3:20])([CH3:19])[N:15]([CH2:21][C:22]4[CH:27]=[CH:26][CH:25]=[C:24]([CH2:28][O:29][CH3:35])[CH:23]=4)[C:14]3=[O:30])[CH:10]=[N:9]2)=[C:5]([CH3:31])[O:4][N:3]=1. (5) Given the reactants [CH3:1][O:2][C:3]1[C:15]2[O:14][C:9]3([CH2:13][CH2:12][CH2:11][CH2:10]3)[CH2:8][C:7]=2[C:6]([C:16]2[C:17]([CH3:23])([CH3:22])[C:18](=[O:21])[NH:19][N:20]=2)=[CH:5][CH:4]=1.CC1C=CC(S(O[CH:35]2[CH2:40][CH2:39][N:38](C(OC(C)(C)C)=O)[CH2:37][CH2:36]2)(=O)=O)=CC=1, predict the reaction product. The product is: [CH3:1][O:2][C:3]1[C:15]2[O:14][C:9]3([CH2:10][CH2:11][CH2:12][CH2:13]3)[CH2:8][C:7]=2[C:6]([C:16]2[C:17]([CH3:23])([CH3:22])[C:18](=[O:21])[N:19]([CH:35]3[CH2:40][CH2:39][NH:38][CH2:37][CH2:36]3)[N:20]=2)=[CH:5][CH:4]=1. (6) Given the reactants [Cl:1][C:2]1[CH:3]=[CH:4][CH:5]=[C:6]2[C:11]=1[NH:10][C:9](=O)[C:8]([CH2:13][CH3:14])=[N:7]2.O=P(Cl)(Cl)[Cl:17], predict the reaction product. The product is: [Cl:17][C:9]1[C:8]([CH2:13][CH3:14])=[N:7][C:6]2[C:11]([N:10]=1)=[C:2]([Cl:1])[CH:3]=[CH:4][CH:5]=2.